From a dataset of Catalyst prediction with 721,799 reactions and 888 catalyst types from USPTO. Predict which catalyst facilitates the given reaction. (1) Reactant: [O:1]1[CH2:4][CH:3]([N:5]2[CH2:10][CH2:9][N:8]([C:11]3[CH:16]=[CH:15][C:14]([NH:17][C:18]4[N:23]=[CH:22][N:21]=[C:20]([C:24]5[CH:25]=[CH:26][C:27]([O:32][CH:33]6[CH2:38][CH2:37][NH:36][CH2:35][CH2:34]6)=[C:28]([CH:31]=5)[C:29]#[N:30])[N:19]=4)=[CH:13][CH:12]=3)[CH2:7][CH2:6]2)[CH2:2]1.[C:39]([CH2:41][C:42](O)=[O:43])#[N:40].C(N(CC)C(C)C)(C)C.CN(C(ON1N=NC2C=CC=NC1=2)=[N+](C)C)C.F[P-](F)(F)(F)(F)F. Product: [C:39]([CH2:41][C:42]([N:36]1[CH2:37][CH2:38][CH:33]([O:32][C:27]2[CH:26]=[CH:25][C:24]([C:20]3[N:19]=[C:18]([NH:17][C:14]4[CH:13]=[CH:12][C:11]([N:8]5[CH2:7][CH2:6][N:5]([CH:3]6[CH2:4][O:1][CH2:2]6)[CH2:10][CH2:9]5)=[CH:16][CH:15]=4)[N:23]=[CH:22][N:21]=3)=[CH:31][C:28]=2[C:29]#[N:30])[CH2:34][CH2:35]1)=[O:43])#[N:40]. The catalyst class is: 10. (2) Reactant: C([O:8][C:9](=O)[NH:10][C:11]1[CH:20]=[CH:19][C:14]2[O:15][CH2:16][CH2:17][O:18][C:13]=2[CH:12]=1)C1C=CC=CC=1.[C:22]([Si:26]([CH3:36])([CH3:35])[O:27][CH2:28][CH2:29][CH2:30][CH2:31][CH:32]1[CH2:34][O:33]1)([CH3:25])([CH3:24])[CH3:23].C(O[Li])(C)(C)C.C1COCC1.Cl. Product: [C:22]([Si:26]([CH3:35])([CH3:36])[O:27][CH2:28][CH2:29][CH2:30][CH2:31][CH:32]1[O:33][C:9](=[O:8])[N:10]([C:11]2[CH:20]=[CH:19][C:14]3[O:15][CH2:16][CH2:17][O:18][C:13]=3[CH:12]=2)[CH2:34]1)([CH3:23])([CH3:24])[CH3:25]. The catalyst class is: 3. (3) Reactant: [Br:1][C:2]1[C:3](=[O:18])[N:4]([CH2:10][C:11]2[CH:16]=[CH:15][CH:14]=[C:13]([F:17])[CH:12]=2)[C:5]([CH3:9])=[CH:6][C:7]=1O.F[C:20]1[CH:21]=[C:22]([CH:33]=[CH:34][CH:35]=1)[CH2:23]N1C(C)=CC(O)=CC1=O.[CH2:36]1C(=O)N(Br)C(=O)C1. Product: [Br:1][C:2]1[C:3](=[O:18])[N:4]([CH2:10][C:11]2[CH:16]=[CH:15][CH:14]=[C:13]([F:17])[CH:12]=2)[C:5]([CH3:9])=[CH:6][C:7]=1[CH2:36][CH2:23][C:22]1[CH:21]=[CH:20][CH:35]=[CH:34][CH:33]=1. The catalyst class is: 4. (4) Reactant: Br[C:2]1[C:7]([CH3:8])=[CH:6][C:5]([NH:9][C:10](=[O:12])[CH3:11])=[CH:4][C:3]=1[CH3:13].[Li]CCCC.CN([CH:22]=[O:23])C. Product: [CH:22]([C:2]1[C:7]([CH3:8])=[CH:6][C:5]([NH:9][C:10](=[O:12])[CH3:11])=[CH:4][C:3]=1[CH3:13])=[O:23]. The catalyst class is: 1.